Dataset: Full USPTO retrosynthesis dataset with 1.9M reactions from patents (1976-2016). Task: Predict the reactants needed to synthesize the given product. (1) Given the product [CH3:15][C:16]1[CH:22]=[CH:21][C:20]([CH3:23])=[CH:19][C:17]=1[NH:18][C:10](=[O:12])[CH:9]=[N:26][OH:27], predict the reactants needed to synthesize it. The reactants are: S([O-])([O-])(=O)=O.[Na+].[Na+].Cl[C:9](Cl)(Cl)[CH:10]([OH:12])O.[CH3:15][C:16]1[CH:22]=[CH:21][C:20]([CH3:23])=[CH:19][C:17]=1[NH2:18].Cl.Cl.[NH2:26][OH:27]. (2) Given the product [F:18][C:2]([F:1])([F:17])[C:3]1[CH:4]=[CH:5][C:6]([O:9][C:10]2[CH:11]=[CH:12][C:13]([O:16][C:27](=[O:28])[N:26]([CH:20]3[CH2:25][CH2:24][CH2:23][CH2:22][CH2:21]3)[CH3:35])=[CH:14][CH:15]=2)=[N:7][CH:8]=1, predict the reactants needed to synthesize it. The reactants are: [F:1][C:2]([F:18])([F:17])[C:3]1[CH:4]=[CH:5][C:6]([O:9][C:10]2[CH:15]=[CH:14][C:13]([OH:16])=[CH:12][CH:11]=2)=[N:7][CH:8]=1.[I-].[CH:20]1([N:26]([CH3:35])[C:27](N2C=C[N+](C)=C2)=[O:28])[CH2:25][CH2:24][CH2:23][CH2:22][CH2:21]1. (3) The reactants are: Cl.CNC.[C:5]1(=O)[CH2:10][CH2:9][CH2:8][CH2:7][CH2:6]1.[C-]#N.[K+].CN(C)C1(C#N)CCCC1.[CH3:25][N:26]([CH3:35])[C:27]1([C:33]#[N:34])[CH2:32][CH2:31][CH2:30][CH2:29][CH2:28]1.C1([Li])C=CC=CC=1.[BH4-].[Na+].NC(C1C=CC=CC=1)C1(N(C)C)CCCC1. Given the product [NH2:34][CH:33]([C:5]1[CH:10]=[CH:9][CH:8]=[CH:7][CH:6]=1)[C:27]1([N:26]([CH3:35])[CH3:25])[CH2:32][CH2:31][CH2:30][CH2:29][CH2:28]1, predict the reactants needed to synthesize it.